This data is from Reaction yield outcomes from USPTO patents with 853,638 reactions. The task is: Predict the reaction yield, written as a fraction of the theoretical maximum amount of product (1.0 means a 100% yield; for example, 0.34 means a 34% yield). (1) The reactants are Br[C:2]1[CH:11]=[CH:10][C:5]([C:6]([O:8][CH3:9])=[O:7])=[CH:4][C:3]=1[CH3:12].[C:13]1([CH3:22])[CH:18]=[CH:17][CH:16]=[CH:15][C:14]=1B(O)O.C(=O)([O-])[O-].[K+].[K+]. The catalyst is C1(C)C=CC=CC=1.O.C1C=CC([P]([Pd]([P](C2C=CC=CC=2)(C2C=CC=CC=2)C2C=CC=CC=2)([P](C2C=CC=CC=2)(C2C=CC=CC=2)C2C=CC=CC=2)[P](C2C=CC=CC=2)(C2C=CC=CC=2)C2C=CC=CC=2)(C2C=CC=CC=2)C2C=CC=CC=2)=CC=1. The product is [CH3:12][C:3]1[CH:4]=[C:5]([C:6]([O:8][CH3:9])=[O:7])[CH:10]=[CH:11][C:2]=1[C:14]1[CH:15]=[CH:16][CH:17]=[CH:18][C:13]=1[CH3:22]. The yield is 0.950. (2) The reactants are [Cl:1][C:2]1[N:3]=[C:4]2[CH:12]=[C:11]([Cl:13])[CH:10]=[N:9][C:5]2=[N:6][C:7]=1Cl.[N:14]1([C:23]([O:25][C:26]([CH3:29])([CH3:28])[CH3:27])=[O:24])[CH2:19][CH2:18][CH2:17][CH:16]2[CH2:20][NH:21][CH2:22][CH:15]12. The catalyst is C(Cl)Cl. The product is [Cl:1][C:2]1[N:3]=[C:4]2[CH:12]=[C:11]([Cl:13])[CH:10]=[N:9][C:5]2=[N:6][C:7]=1[N:21]1[CH2:20][CH:16]2[CH:15]([N:14]([C:23]([O:25][C:26]([CH3:29])([CH3:28])[CH3:27])=[O:24])[CH2:19][CH2:18][CH2:17]2)[CH2:22]1. The yield is 0.610. (3) The reactants are [F:1][C:2]1[CH:7]=[CH:6][CH:5]=[CH:4][C:3]=1[NH:8][C:9]1[O:13][C:12]([C:14]([O:16]CC)=O)=[N:11][N:10]=1.[OH-].[Na+].[CH:21]([N:24]1[CH2:29][CH2:28][N:27]([C:30]2[CH:35]=[CH:34][C:33]([NH2:36])=[CH:32][CH:31]=2)[CH2:26][CH2:25]1)([CH3:23])[CH3:22].C1C=CC2N(O)N=NC=2C=1.CCN=C=NCCCN(C)C. The product is [F:1][C:2]1[CH:7]=[CH:6][CH:5]=[CH:4][C:3]=1[NH:8][C:9]1[O:13][C:12]([C:14]([NH:36][C:33]2[CH:32]=[CH:31][C:30]([N:27]3[CH2:26][CH2:25][N:24]([CH:21]([CH3:23])[CH3:22])[CH2:29][CH2:28]3)=[CH:35][CH:34]=2)=[O:16])=[N:11][N:10]=1. The yield is 0.440. The catalyst is O.CN(C=O)C. (4) The reactants are O[CH2:2][C:3]1[CH:4]=[N:5][CH:6]=[C:7]([C:10]=1[CH3:11])[C:8]#[N:9].S(Cl)([Cl:14])=O. The catalyst is ClCCl. The product is [Cl:14][CH2:2][C:3]1[CH:4]=[N:5][CH:6]=[C:7]([C:10]=1[CH3:11])[C:8]#[N:9]. The yield is 0.700. (5) The reactants are [NH2:1][C:2]1[C:3]([Cl:11])=[C:4]([CH:8]=[CH:9][CH:10]=1)[C:5]([OH:7])=[O:6].[N:12]([O-])=O.[Na+].O.O.[Sn](Cl)Cl. The catalyst is Cl.O. The product is [ClH:11].[Cl:11][C:3]1[C:2]([NH:1][NH2:12])=[CH:10][CH:9]=[CH:8][C:4]=1[C:5]([OH:7])=[O:6]. The yield is 1.00. (6) The reactants are [Br:1][C:2]1[CH:10]=[CH:9][C:5]([CH2:6][CH2:7][NH2:8])=[CH:4][CH:3]=1.[CH2:11]1[CH2:17][S:14](=[O:16])(=[O:15])[O:13][CH2:12]1.CC(=O)OCC. The catalyst is C(#N)C. The product is [Br:1][C:2]1[CH:10]=[CH:9][C:5]([CH2:6][CH2:7][NH:8][CH2:12][CH2:11][CH2:17][S:14]([OH:16])(=[O:15])=[O:13])=[CH:4][CH:3]=1. The yield is 0.940. (7) The reactants are Br[C:2]1[CH:3]=[C:4]([N:8]2[CH:12]=[N:11][N:10]=[CH:9]2)[CH:5]=[CH:6][CH:7]=1.[B:13]1([B:13]2[O:18][CH2:17][C:16]([CH3:20])([CH3:19])[CH2:15][O:14]2)[O:18][CH2:17][C:16]([CH3:20])([CH3:19])[CH2:15][O:14]1.CC([O-])=O.[K+]. The catalyst is O1CCOCC1.C1C=CC(P(C2C=CC=CC=2)[C-]2C=CC=C2)=CC=1.C1C=CC(P(C2C=CC=CC=2)[C-]2C=CC=C2)=CC=1.Cl[Pd]Cl.[Fe+2]. The product is [CH3:19][C:16]1([CH3:20])[CH2:17][O:18][B:13]([C:2]2[CH:3]=[C:4]([N:8]3[CH:12]=[N:11][N:10]=[CH:9]3)[CH:5]=[CH:6][CH:7]=2)[O:14][CH2:15]1. The yield is 0.270.